Task: Predict the reaction yield, written as a fraction of the theoretical maximum amount of product (1.0 means a 100% yield; for example, 0.34 means a 34% yield).. Dataset: Reaction yield outcomes from USPTO patents with 853,638 reactions (1) The reactants are N[C:2](=[CH:20][C:21]([O:23][CH3:24])=[O:22])[CH:3]([O:5][C:6]([C:8]1[CH:13]=[CH:12][C:11]([C:14]2[CH:19]=[CH:18][CH:17]=[CH:16][CH:15]=2)=[CH:10][CH:9]=1)=[O:7])[CH3:4].C([O-])(=[O:27])C.[NH4+]. The catalyst is C(O)(=O)C. The product is [CH3:24][O:23][C:21]([CH2:20][C:2](=[O:27])[CH:3]([O:5][C:6]([C:8]1[CH:13]=[CH:12][C:11]([C:14]2[CH:19]=[CH:18][CH:17]=[CH:16][CH:15]=2)=[CH:10][CH:9]=1)=[O:7])[CH3:4])=[O:22]. The yield is 0.720. (2) The reactants are [CH3:1][C@H:2]1[CH2:11][C:9](=[O:10])[C:5](=[C:6]([CH3:8])[CH3:7])[CH2:4][CH2:3]1.C([O-])(O)=[O:13].[Na+].Cl.[CH3:18][CH2:19]OCC. The catalyst is BrBr.CC[O-].[Na+].O. The product is [CH3:1][C@@H:2]1[CH2:3][CH2:4][C:5](=[C:6]([CH3:7])[CH3:8])[CH:11]1[C:9]([O:10][CH2:18][CH3:19])=[O:13]. The yield is 0.640. (3) The reactants are C[O:2][C:3]([C:5]1[CH:9]=[C:8]([C:10]2[CH:14]=[CH:13][N:12]([CH3:15])[N:11]=2)[N:7]([C:16]2[CH:17]=[N:18][C:19]([O:22][CH3:23])=[CH:20][CH:21]=2)[N:6]=1)=[O:4].O.[OH-].[Li+].Cl. The catalyst is O1CCCC1.CO.O. The product is [CH3:23][O:22][C:19]1[N:18]=[CH:17][C:16]([N:7]2[C:8]([C:10]3[CH:14]=[CH:13][N:12]([CH3:15])[N:11]=3)=[CH:9][C:5]([C:3]([OH:4])=[O:2])=[N:6]2)=[CH:21][CH:20]=1. The yield is 0.550.